From a dataset of Forward reaction prediction with 1.9M reactions from USPTO patents (1976-2016). Predict the product of the given reaction. Given the reactants [CH3:1][S:2](Cl)(=[O:4])=[O:3].[F:6][C:7]1[CH:12]=[C:11]([N:13]([CH2:20][C:21]2[C:30]([CH3:31])=[C:29]3[C:24]([CH2:25][CH2:26][CH2:27][N:28]3[CH2:32][CH2:33][OH:34])=[CH:23][CH:22]=2)[C:14](=[O:19])[C:15]([F:18])([F:17])[F:16])[CH:10]=[CH:9][C:8]=1[CH2:35][CH2:36][C:37]([O:39][CH2:40][CH3:41])=[O:38].C(N(CC)CC)C, predict the reaction product. The product is: [F:6][C:7]1[CH:12]=[C:11]([N:13]([CH2:20][C:21]2[C:30]([CH3:31])=[C:29]3[C:24]([CH2:25][CH2:26][CH2:27][N:28]3[CH2:32][CH2:33][O:34][S:2]([CH3:1])(=[O:4])=[O:3])=[CH:23][CH:22]=2)[C:14](=[O:19])[C:15]([F:18])([F:16])[F:17])[CH:10]=[CH:9][C:8]=1[CH2:35][CH2:36][C:37]([O:39][CH2:40][CH3:41])=[O:38].